Predict the reaction yield, written as a fraction of the theoretical maximum amount of product (1.0 means a 100% yield; for example, 0.34 means a 34% yield). From a dataset of Reaction yield outcomes from USPTO patents with 853,638 reactions. The reactants are Cl[C:2]1[CH:7]=[CH:6][C:5]([C:8]2[CH:13]=[CH:12][C:11]([C:14]3[NH:18][C:17]([C@@H:19]4[CH2:23][CH2:22][CH2:21][N:20]4[C:24]([O:26][CH2:27][C:28]4[CH:33]=[CH:32][CH:31]=[CH:30][CH:29]=4)=[O:25])=[N:16][CH:15]=3)=[CH:10][CH:9]=2)=[CH:4][CH:3]=1.[B:34]1([B:34]2[O:38][C:37]([CH3:40])([CH3:39])[C:36]([CH3:42])([CH3:41])[O:35]2)[O:38][C:37]([CH3:40])([CH3:39])[C:36]([CH3:42])([CH3:41])[O:35]1.C1(P(C2CCCCC2)C2C=CC=CC=2C2C(C(C)C)=CC(C(C)C)=CC=2C(C)C)CCCCC1.C([O-])(=O)C.[K+]. The catalyst is C1C=CC(/C=C/C(/C=C/C2C=CC=CC=2)=O)=CC=1.C1C=CC(/C=C/C(/C=C/C2C=CC=CC=2)=O)=CC=1.C1C=CC(/C=C/C(/C=C/C2C=CC=CC=2)=O)=CC=1.[Pd].[Pd].O1CCOCC1. The product is [CH3:41][C:36]1([CH3:42])[C:37]([CH3:40])([CH3:39])[O:38][B:34]([C:2]2[CH:7]=[CH:6][C:5]([C:8]3[CH:13]=[CH:12][C:11]([C:14]4[NH:18][C:17]([C@@H:19]5[CH2:23][CH2:22][CH2:21][N:20]5[C:24]([O:26][CH2:27][C:28]5[CH:33]=[CH:32][CH:31]=[CH:30][CH:29]=5)=[O:25])=[N:16][CH:15]=4)=[CH:10][CH:9]=3)=[CH:4][CH:3]=2)[O:35]1. The yield is 0.890.